This data is from Full USPTO retrosynthesis dataset with 1.9M reactions from patents (1976-2016). The task is: Predict the reactants needed to synthesize the given product. (1) The reactants are: C[N+]1([O-])CCOCC1.[Si]([C:13]#[N:14])(C)(C)C.[N:15]1[CH:20]=[CH:19][CH:18]=[C:17]2[C:21](=[O:24])[CH2:22][CH2:23][C:16]=12. Given the product [OH:24][C:21]1([C:13]#[N:14])[C:17]2[C:16](=[N:15][CH:20]=[CH:19][CH:18]=2)[CH2:23][CH2:22]1, predict the reactants needed to synthesize it. (2) Given the product [CH2:25]([O:24][C:19]1[CH:20]=[CH:21][CH:22]=[CH:23][C:18]=1[C:17]1[CH2:2][C:1](=[O:3])[C:4]2[C:5](=[CH:6][CH:7]=[C:8]([N:10]3[CH2:15][CH2:14][O:13][CH2:12][CH2:11]3)[CH:9]=2)[N:16]=1)[C:26]1[CH:31]=[CH:30][CH:29]=[CH:28][CH:27]=1, predict the reactants needed to synthesize it. The reactants are: [C:1]([C:4]1[CH:9]=[C:8]([N:10]2[CH2:15][CH2:14][O:13][CH2:12][CH2:11]2)[CH:7]=[CH:6][C:5]=1[NH:16][C:17](=O)[C:18]1[CH:23]=[CH:22][CH:21]=[CH:20][C:19]=1[O:24][CH2:25][C:26]1[CH:31]=[CH:30][CH:29]=[CH:28][CH:27]=1)(=[O:3])[CH3:2].[OH-].[Na+]. (3) Given the product [CH3:8][S:9]([C:12]1[CH:13]=[CH:14][C:15](/[C:18](/[CH2:38][O:39][C:40](=[O:50])[CH2:41][CH2:42][CH2:43][CH2:44][CH2:45][O:46][N+:47]([O-:49])=[O:48])=[C:19](\[C:32]2[CH:33]=[CH:34][CH:35]=[CH:36][CH:37]=2)/[C:20]([O:22][C@@H:23]([CH3:31])[C:24]([OH:26])=[O:25])=[O:21])=[CH:16][CH:17]=1)(=[O:11])=[O:10], predict the reactants needed to synthesize it. The reactants are: C(O)(C(F)(F)F)=O.[CH3:8][S:9]([C:12]1[CH:17]=[CH:16][C:15](/[C:18](/[CH2:38][O:39][C:40](=[O:50])[CH2:41][CH2:42][CH2:43][CH2:44][CH2:45][O:46][N+:47]([O-:49])=[O:48])=[C:19](\[C:32]2[CH:37]=[CH:36][CH:35]=[CH:34][CH:33]=2)/[C:20]([O:22][C@@H:23]([CH3:31])[C:24]([O:26]C(C)(C)C)=[O:25])=[O:21])=[CH:14][CH:13]=1)(=[O:11])=[O:10]. (4) Given the product [NH2:26][CH2:27][CH:28]1[CH2:33][CH2:32][CH2:31][CH2:30][N:29]1[C:4]([C:3]1[CH:7]=[CH:8][C:9]([C:11]([NH:13][CH:14]([C:16]2[NH:20][C:19]3[CH:21]=[CH:22][C:23]([Cl:25])=[CH:24][C:18]=3[N:17]=2)[CH3:15])=[O:12])=[CH:10][C:2]=1[Cl:1])=[O:6], predict the reactants needed to synthesize it. The reactants are: [Cl:1][C:2]1[CH:10]=[C:9]([C:11]([NH:13][CH:14]([C:16]2[NH:20][C:19]3[CH:21]=[CH:22][C:23]([Cl:25])=[CH:24][C:18]=3[N:17]=2)[CH3:15])=[O:12])[CH:8]=[CH:7][C:3]=1[C:4]([OH:6])=O.[NH2:26][CH2:27][CH:28]1[CH2:33][CH2:32][CH2:31][CH2:30][NH:29]1.C(N(C(C)C)CC)(C)C.ClCl. (5) Given the product [N+:19](=[CH:18][C:11]([C:10]1[C:5]2[O:4][CH2:3][CH2:2][O:1][C:6]=2[CH:7]=[CH:8][CH:9]=1)=[O:13])=[N-:20], predict the reactants needed to synthesize it. The reactants are: [O:1]1[C:6]2[CH:7]=[CH:8][CH:9]=[C:10]([C:11]([OH:13])=O)[C:5]=2[O:4][CH2:3][CH2:2]1.[Si]([CH:18]=[N+:19]=[N-:20])(C)(C)C.CCCCCC.C(O)(=O)CC(CC(O)=O)(C(O)=O)O. (6) The reactants are: [CH3:1][O:2][C:3]([C:5]1[C:13]2[S:12][C:11]([NH2:14])=[N:10][C:9]=2[CH:8]=[C:7]([C:15]2[CH:16]=[N:17][CH:18]=[CH:19][CH:20]=2)[CH:6]=1)=[O:4].[CH2:21]([N:23]=[C:24]=[O:25])[CH3:22]. Given the product [CH3:1][O:2][C:3]([C:5]1[C:13]2[S:12][C:11]([NH:14][C:24]([NH:23][CH2:21][CH3:22])=[O:25])=[N:10][C:9]=2[CH:8]=[C:7]([C:15]2[CH:16]=[N:17][CH:18]=[CH:19][CH:20]=2)[CH:6]=1)=[O:4], predict the reactants needed to synthesize it.